Dataset: Forward reaction prediction with 1.9M reactions from USPTO patents (1976-2016). Task: Predict the product of the given reaction. (1) Given the reactants [Cl:1][C:2]1[CH:3]=[C:4]([CH3:32])[C:5]([CH2:8][N:9]([CH2:16][C:17]2[C:22]([C:23]([CH3:31])([C:25]3[CH:30]=[CH:29][CH:28]=[CH:27][CH:26]=3)[CH3:24])=[CH:21][CH:20]=[CH:19][N:18]=2)[CH:10]2[CH2:15][CH2:14][NH:13][CH2:12][CH2:11]2)=[N:6][CH:7]=1.[NH:33]1[CH:37]=[CH:36][N:35]=[C:34]1[NH:38][C:39](N1C=CN=C1)=[O:40].CCN(C(C)C)C(C)C, predict the reaction product. The product is: [NH:33]1[CH:37]=[CH:36][N:35]=[C:34]1[NH:38][C:39]([N:13]1[CH2:12][CH2:11][CH:10]([N:9]([CH2:8][C:5]2[C:4]([CH3:32])=[CH:3][C:2]([Cl:1])=[CH:7][N:6]=2)[CH2:16][C:17]2[C:22]([C:23]([CH3:24])([C:25]3[CH:30]=[CH:29][CH:28]=[CH:27][CH:26]=3)[CH3:31])=[CH:21][CH:20]=[CH:19][N:18]=2)[CH2:15][CH2:14]1)=[O:40]. (2) Given the reactants [NH:1]1[CH:5]=[C:4]([NH2:6])[CH:3]=[N:2]1.[S:7]1[CH:11]=[CH:10][CH:9]=[C:8]1[CH:12]=O, predict the reaction product. The product is: [S:7]1[CH:11]=[CH:10][CH:9]=[C:8]1[CH2:12][NH:6][C:4]1[CH:5]=[N:1][NH:2][CH:3]=1.